From a dataset of Forward reaction prediction with 1.9M reactions from USPTO patents (1976-2016). Predict the product of the given reaction. (1) Given the reactants [N:1]1[CH:6]=[CH:5][CH:4]=[CH:3][C:2]=1[C:7]1[O:8][C:9]2[CH2:14][CH2:13][N:12]([C:15]3[CH:16]=[C:17]([CH:20]=[CH:21][CH:22]=3)[C:18]#[N:19])[CH2:11][C:10]=2[N:23]=1.BrC1C=CC([F:33])=C(C=1)C#N, predict the reaction product. The product is: [F:33][C:20]1[CH:21]=[CH:22][C:15]([N:12]2[CH2:13][CH2:14][C:9]3[O:8][C:7]([C:2]4[CH:3]=[CH:4][CH:5]=[CH:6][N:1]=4)=[N:23][C:10]=3[CH2:11]2)=[CH:16][C:17]=1[C:18]#[N:19]. (2) Given the reactants [CH3:1][O:2][C:3]1[CH:8]=[CH:7][C:6]([N:9]2[C:13]3[C:14](=[O:29])[N:15]([C:18]4[CH:23]=[CH:22][C:21]([C:24]5([CH:27]=[O:28])[CH2:26][CH2:25]5)=[CH:20][CH:19]=4)[CH2:16][CH2:17][C:12]=3[C:11]([C:30]([F:33])([F:32])[F:31])=[N:10]2)=[CH:5][CH:4]=1.[Zn](C)[CH3:35], predict the reaction product. The product is: [OH:28][CH:27]([C:24]1([C:21]2[CH:22]=[CH:23][C:18]([N:15]3[CH2:16][CH2:17][C:12]4[C:11]([C:30]([F:33])([F:31])[F:32])=[N:10][N:9]([C:6]5[CH:7]=[CH:8][C:3]([O:2][CH3:1])=[CH:4][CH:5]=5)[C:13]=4[C:14]3=[O:29])=[CH:19][CH:20]=2)[CH2:25][CH2:26]1)[CH3:35]. (3) Given the reactants [NH2:1][C@H:2]1[CH2:7][CH2:6][CH2:5][C@@H:4]([NH:8][C:9](=[O:15])[O:10][C:11]([CH3:14])([CH3:13])[CH3:12])[CH2:3]1.[Cl:16][C:17]1[C:22]([C:23]#[N:24])=[CH:21][C:20]([F:25])=[C:19](Cl)[N:18]=1.C(N(CC)C(C)C)(C)C, predict the reaction product. The product is: [Cl:16][C:17]1[N:18]=[C:19]([NH:1][C@H:2]2[CH2:7][CH2:6][CH2:5][C@@H:4]([NH:8][C:9](=[O:15])[O:10][C:11]([CH3:12])([CH3:14])[CH3:13])[CH2:3]2)[C:20]([F:25])=[CH:21][C:22]=1[C:23]#[N:24]. (4) Given the reactants [NH2:1][C:2]([CH3:12])([CH3:11])[C:3]([C:5]1[CH:10]=[CH:9][CH:8]=[CH:7][CH:6]=1)=[O:4].CC1C=CC(S(O)(=O)=O)=CC=1.[CH:24]1[C:33]2[C:28](=[CH:29][CH:30]=[CH:31][CH:32]=2)[CH:27]=[CH:26][C:25]=1[S:34](Cl)(=[O:36])=[O:35].C(N(CC)CC)C, predict the reaction product. The product is: [CH3:11][C:2]([NH:1][S:34]([C:25]1[CH:26]=[CH:27][C:28]2[C:33](=[CH:32][CH:31]=[CH:30][CH:29]=2)[CH:24]=1)(=[O:36])=[O:35])([CH3:12])[C:3](=[O:4])[C:5]1[CH:10]=[CH:9][CH:8]=[CH:7][CH:6]=1.